From a dataset of Forward reaction prediction with 1.9M reactions from USPTO patents (1976-2016). Predict the product of the given reaction. (1) Given the reactants [CH3:1][C:2]1[CH:3]=[C:4]([N+:11]([O-])=O)[CH:5]=[C:6]2[C:10]=1[NH:9][CH:8]=[CH:7]2, predict the reaction product. The product is: [CH3:1][C:2]1[CH:3]=[C:4]([NH2:11])[CH:5]=[C:6]2[C:10]=1[NH:9][CH:8]=[CH:7]2. (2) Given the reactants [NH:1]1[CH2:6][CH2:5][O:4][C@H:3]([CH2:7][NH:8][C:9]2[C:18]3[C:13](=[N:14][CH:15]=[CH:16][N:17]=3)[CH:12]=[C:11]([C:19]3[CH:24]=[CH:23][C:22]([N:25]4[CH2:30][CH2:29][O:28][CH2:27][CH2:26]4)=[CH:21][CH:20]=3)[N:10]=2)[CH2:2]1.Br[C:32]1[N:37]=[CH:36][CH:35]=[CH:34][N:33]=1.C(=O)([O-])[O-].[Cs+].[Cs+], predict the reaction product. The product is: [O:28]1[CH2:29][CH2:30][N:25]([C:22]2[CH:21]=[CH:20][C:19]([C:11]3[N:10]=[C:9]([NH:8][CH2:7][C@H:3]4[O:4][CH2:5][CH2:6][N:1]([C:32]5[N:37]=[CH:36][CH:35]=[CH:34][N:33]=5)[CH2:2]4)[C:18]4[C:13](=[N:14][CH:15]=[CH:16][N:17]=4)[CH:12]=3)=[CH:24][CH:23]=2)[CH2:26][CH2:27]1. (3) Given the reactants C(N1C=CN=C1)(N1C=CN=C1)=O.C(OC([NH:20][CH2:21][CH2:22][CH2:23][O:24][C:25]1[CH:26]=[C:27]([C@@:31]([OH:41])([C:35]2[CH:40]=[CH:39][CH:38]=[CH:37][CH:36]=2)[C:32](O)=[O:33])[CH:28]=[CH:29][CH:30]=1)=O)(C)(C)C.[CH2:42]([N:49]1[CH2:54][CH2:53][CH:52]([OH:55])[CH2:51][CH2:50]1)[C:43]1[CH:48]=[CH:47][CH:46]=[CH:45][CH:44]=1.[ClH:56], predict the reaction product. The product is: [ClH:56].[ClH:56].[NH2:20][CH2:21][CH2:22][CH2:23][O:24][C:25]1[CH:26]=[C:27]([C@@:31]([OH:41])([C:35]2[CH:40]=[CH:39][CH:38]=[CH:37][CH:36]=2)[C:32]([O:55][CH:52]2[CH2:53][CH2:54][N:49]([CH2:42][C:43]3[CH:44]=[CH:45][CH:46]=[CH:47][CH:48]=3)[CH2:50][CH2:51]2)=[O:33])[CH:28]=[CH:29][CH:30]=1. (4) The product is: [CH2:36]([N:32]([CH2:33][CH3:34])[CH2:31]/[CH:30]=[CH:29]\[C:4]1[CH:3]=[C:2]([F:1])[CH:7]=[CH:6][C:5]=1[S:8]([NH:11][C:12]1[C:21]([C:22]([O:24][CH3:25])=[O:23])=[C:20]2[C:15]([C:16]3[C:28]([F:65])=[CH:27][O:26][C:17]=3[CH2:18][O:19]2)=[CH:14][CH:13]=1)(=[O:9])=[O:10])[CH3:35]. Given the reactants [F:1][C:2]1[CH:7]=[CH:6][C:5]([S:8]([NH:11][C:12]2[C:21]([C:22]([O:24][CH3:25])=[O:23])=[C:20]3[C:15]([C:16]4[CH:28]=[CH:27][O:26][C:17]=4[CH2:18][O:19]3)=[CH:14][CH:13]=2)(=[O:10])=[O:9])=[C:4](/[CH:29]=[CH:30]\[CH2:31][N:32]2[CH2:36][CH2:35][CH2:34][CH2:33]2)[CH:3]=1.C(N(CC)C/C=C\[Sn](CCCC)(CCCC)CCCC)C.BrC1C=C([F:65])C=CC=1S(NC1C(C(OC)=O)=C2C(C3C(F)=COC=3CO2)=CC=1)(=O)=O, predict the reaction product. (5) Given the reactants C([O:3][C:4](=[O:18])[CH2:5][CH:6]1[CH2:15][CH2:14][C:13]2[C:8](=[CH:9][C:10]([O:16][CH3:17])=[CH:11][CH:12]=2)[CH2:7]1)C.C(OC(=O)CC1CCC2C(=CC(OC)=C(S(Cl)(=O)=O)C=2)C1)C.COC(C1CC2C(=CC=C(C)C=2)C1)=O.COC(=O)CC1CCC2C(=CC(OC)=C(S)C=2)C1.COC(C1CC2C(=CC=C(S)C=2)C1)=O.[CH3:87][C:88]1[N:89]=[C:90]([C:107]2[CH:112]=[CH:111][C:110]([C:113]([F:116])([F:115])[F:114])=[CH:109][CH:108]=2)[S:91][C:92]=1[CH2:93][S:94]C1C=C2C(=CC=1)CC(C(O)=O)C2, predict the reaction product. The product is: [CH3:17][O:16][C:10]1[CH:9]=[C:8]2[C:13]([CH2:14][CH2:15][CH:6]([CH2:5][C:4]([OH:3])=[O:18])[CH2:7]2)=[CH:12][C:11]=1[S:94][CH2:93][C:92]1[S:91][C:90]([C:107]2[CH:108]=[CH:109][C:110]([C:113]([F:116])([F:115])[F:114])=[CH:111][CH:112]=2)=[N:89][C:88]=1[CH3:87]. (6) Given the reactants [N+:1]([C:4]1[CH:13]=[CH:12][CH:11]=[C:10]2[C:5]=1[CH:6]=[CH:7]O[C:9]2=[O:14])([O-:3])=[O:2].CO.C(N(CC)CC)C.Br.[NH2:25][C@@H:26]([CH3:30])[C:27]([NH2:29])=[O:28], predict the reaction product. The product is: [N+:1]([C:4]1[CH:13]=[CH:12][CH:11]=[C:10]2[C:5]=1[CH:6]=[CH:7][N:25]([C@@H:26]([CH3:30])[C:27]([NH2:29])=[O:28])[C:9]2=[O:14])([O-:3])=[O:2]. (7) Given the reactants [H][H].[C:3]([O:7][C:8]([NH:10][C@@H:11]([CH2:20]/[CH:21]=[CH:22]/[C:23]1[CH:28]=[CH:27][C:26]([C:29]2[S:30][C:31]([NH:37][C:38](=[O:40])[NH2:39])=[C:32]([C:34](=[O:36])[NH2:35])[CH:33]=2)=[CH:25][CH:24]=1)[C:12]([O:14][CH:15]1[CH2:19][CH2:18][CH2:17][CH2:16]1)=[O:13])=[O:9])([CH3:6])([CH3:5])[CH3:4], predict the reaction product. The product is: [C:3]([O:7][C:8]([NH:10][C@H:11]([C:12]([O:14][CH:15]1[CH2:16][CH2:17][CH2:18][CH2:19]1)=[O:13])[CH2:20][CH2:21][CH2:22][C:23]1[CH:24]=[CH:25][C:26]([C:29]2[S:30][C:31]([NH:37][C:38](=[O:40])[NH2:39])=[C:32]([C:34](=[O:36])[NH2:35])[CH:33]=2)=[CH:27][CH:28]=1)=[O:9])([CH3:6])([CH3:4])[CH3:5].